From a dataset of Reaction yield outcomes from USPTO patents with 853,638 reactions. Predict the reaction yield, written as a fraction of the theoretical maximum amount of product (1.0 means a 100% yield; for example, 0.34 means a 34% yield). The reactants are [C:1]([N:8]1[CH2:15][C@@H:14]([OH:16])[CH2:13][C@H:9]1[C:10]([OH:12])=O)([O:3][C:4]([CH3:7])([CH3:6])[CH3:5])=[O:2].F[B-](F)(F)F.N1(OC(N(C)C)=[N+](C)C)C2C=CC=CC=2N=N1.S(C1C=CC(C)=CC=1)(O)(=O)=O.[CH3:50][NH:51][CH2:52][CH2:53][CH2:54][CH2:55][CH:56]=[CH2:57].CCN(C(C)C)C(C)C. The catalyst is CN(C=O)C. The product is [CH2:52]([N:51]([CH3:50])[C:10]([C@@H:9]1[CH2:13][C@@H:14]([OH:16])[CH2:15][N:8]1[C:1]([O:3][C:4]([CH3:5])([CH3:6])[CH3:7])=[O:2])=[O:12])[CH2:53][CH2:54][CH2:55][CH:56]=[CH2:57]. The yield is 0.950.